This data is from Peptide-MHC class II binding affinity with 134,281 pairs from IEDB. The task is: Regression. Given a peptide amino acid sequence and an MHC pseudo amino acid sequence, predict their binding affinity value. This is MHC class II binding data. The peptide sequence is PEGLLWLLLTGKVPT. The MHC is DRB1_0401 with pseudo-sequence DRB1_0401. The binding affinity (normalized) is 0.255.